Dataset: Catalyst prediction with 721,799 reactions and 888 catalyst types from USPTO. Task: Predict which catalyst facilitates the given reaction. (1) Reactant: C([O:8][C:9]1[CH:14]=[CH:13][C:12]([N:15]2[C:19]3=[N:20][CH:21]=[C:22]([O:24][CH2:25][C:26]([F:29])([F:28])[F:27])[CH:23]=[C:18]3[N:17]([CH2:30][CH3:31])[C:16]2=[O:32])=[CH:11][CH:10]=1)C1C=CC=CC=1. Product: [CH2:30]([N:17]1[C:18]2[C:19](=[N:20][CH:21]=[C:22]([O:24][CH2:25][C:26]([F:28])([F:27])[F:29])[CH:23]=2)[N:15]([C:12]2[CH:13]=[CH:14][C:9]([OH:8])=[CH:10][CH:11]=2)[C:16]1=[O:32])[CH3:31]. The catalyst class is: 50. (2) The catalyst class is: 127. Product: [C:19](=[N:32][C:33]1[S:34][C:35]([C:7]2[CH:8]=[CH:9][C:4]([C:1](=[O:3])[CH3:2])=[CH:5][CH:6]=2)=[C:36]([CH3:38])[N:37]=1)([C:26]1[CH:31]=[CH:30][CH:29]=[CH:28][CH:27]=1)[C:20]1[CH:21]=[CH:22][CH:23]=[CH:24][CH:25]=1. Reactant: [C:1]([C:4]1[CH:9]=[CH:8][C:7](B(O)O)=[CH:6][CH:5]=1)(=[O:3])[CH3:2].C(=O)([O-])[O-].[Cs+].[Cs+].[C:19](=[N:32][C:33]1[S:34][C:35](Br)=[C:36]([CH3:38])[N:37]=1)([C:26]1[CH:31]=[CH:30][CH:29]=[CH:28][CH:27]=1)[C:20]1[CH:25]=[CH:24][CH:23]=[CH:22][CH:21]=1.